Dataset: Full USPTO retrosynthesis dataset with 1.9M reactions from patents (1976-2016). Task: Predict the reactants needed to synthesize the given product. (1) Given the product [CH3:12][C:13]1[N:14]=[C:15]([C:18](=[O:20])[CH3:19])[N:16]([S:7]([C:4]2[CH:5]=[CH:6][C:1]([CH3:11])=[CH:2][CH:3]=2)(=[O:9])=[O:8])[CH:17]=1, predict the reactants needed to synthesize it. The reactants are: [C:1]1([CH3:11])[CH:6]=[CH:5][C:4]([S:7](Cl)(=[O:9])=[O:8])=[CH:3][CH:2]=1.[CH3:12][C:13]1[N:14]=[C:15]([C:18](=[O:20])[CH3:19])[NH:16][CH:17]=1. (2) Given the product [C:61]([O:60][C:58]([N:54]1[CH2:55][CH2:56][CH2:57][C@H:53]1[C:51]1[NH:52][C:48]([C:9]2[CH:22]=[C:21]3[C:12]([C:13]4[CH:14]=[CH:15][C:16]([C:23]5[CH:24]=[CH:25][C:26]6[N:30]=[C:29]([C@@H:31]7[C@@H:36]8[CH2:37][C@@H:33]([CH2:34][CH2:35]8)[N:32]7[C:38]([O:40][C:41]([CH3:44])([CH3:42])[CH3:43])=[O:39])[NH:28][C:27]=6[CH:45]=5)=[CH:17][C:18]=4[CH2:19][CH2:20]3)=[CH:11][CH:10]=2)=[CH:49][N:50]=1)=[O:59])([CH3:64])([CH3:62])[CH3:63], predict the reactants needed to synthesize it. The reactants are: CC1(C)C(C)(C)OB([C:9]2[CH:22]=[C:21]3[C:12]([C:13]4[CH:14]=[CH:15][C:16]([C:23]5[CH:24]=[CH:25][C:26]6[N:30]=[C:29]([C@@H:31]7[C@@H:36]8[CH2:37][C@@H:33]([CH2:34][CH2:35]8)[N:32]7[C:38]([O:40][C:41]([CH3:44])([CH3:43])[CH3:42])=[O:39])[NH:28][C:27]=6[CH:45]=5)=[CH:17][C:18]=4[CH2:19][CH2:20]3)=[CH:11][CH:10]=2)O1.Br[C:48]1[NH:52][C:51]([C@@H:53]2[CH2:57][CH2:56][CH2:55][N:54]2[C:58]([O:60][C:61]([CH3:64])([CH3:63])[CH3:62])=[O:59])=[N:50][CH:49]=1.C([O-])(O)=O.[Na+]. (3) Given the product [CH2:1]([O:3][C:4](=[O:31])[C:5]1[CH:10]=[CH:9][C:8]([NH:11][C:12]([C:13]2[CH:18]=[CH:17][C:16]3[O:19][CH2:20][CH2:21][NH:27][C:15]=3[CH:14]=2)=[O:30])=[CH:7][CH:6]=1)[CH3:2], predict the reactants needed to synthesize it. The reactants are: [CH2:1]([O:3][C:4](=[O:31])[C:5]1[CH:10]=[CH:9][C:8]([NH:11][C:12](=[O:30])[C:13]2[CH:18]=[CH:17][C:16]([O:19][CH2:20][C:21]3C=CC=CC=3)=[C:15]([N+:27]([O-])=O)[CH:14]=2)=[CH:7][CH:6]=1)[CH3:2].C([O-])([O-])=O.[K+].[K+].BrCCBr.